This data is from Full USPTO retrosynthesis dataset with 1.9M reactions from patents (1976-2016). The task is: Predict the reactants needed to synthesize the given product. Given the product [NH2:22][C@H:19]1[CH2:20][O:21][C@H:16]([C:14]([NH:13][C:6]2[C:5]3[C:10](=[CH:11][CH:12]=[C:3]([O:2][CH3:1])[N:4]=3)[N:9]=[CH:8][CH:7]=2)=[O:15])[CH2:17][CH2:18]1, predict the reactants needed to synthesize it. The reactants are: [CH3:1][O:2][C:3]1[N:4]=[C:5]2[C:10](=[CH:11][CH:12]=1)[N:9]=[CH:8][CH:7]=[C:6]2[NH:13][C:14]([C@H:16]1[O:21][CH2:20][C@H:19]([NH:22]C(=O)OC(C)(C)C)[CH2:18][CH2:17]1)=[O:15].FC1C=NC2C(C=1CC[C@H]1OC[C@H](N)CC1)=NC(OC)=CC=2.